Dataset: Forward reaction prediction with 1.9M reactions from USPTO patents (1976-2016). Task: Predict the product of the given reaction. (1) Given the reactants [Cl:1][C:2]1[CH:7]=[CH:6][C:5](/[CH:8]=[CH:9]/[C:10]([OH:12])=O)=[C:4]([CH2:13][N:14]2[N:18]=[N:17][C:16]([CH3:19])=[N:15]2)[CH:3]=1.[NH:20]1[CH2:25][CH2:24][O:23][CH:22]([CH2:26][CH2:27][NH:28][C:29](=[O:35])[O:30][C:31]([CH3:34])([CH3:33])[CH3:32])[CH2:21]1.CCN(C(C)C)C(C)C.C(P1(=O)OP(CCC)(=O)OP(CCC)(=O)O1)CC, predict the reaction product. The product is: [Cl:1][C:2]1[CH:7]=[CH:6][C:5](/[CH:8]=[CH:9]/[C:10]([N:20]2[CH2:25][CH2:24][O:23][CH:22]([CH2:26][CH2:27][NH:28][C:29](=[O:35])[O:30][C:31]([CH3:33])([CH3:32])[CH3:34])[CH2:21]2)=[O:12])=[C:4]([CH2:13][N:14]2[N:18]=[N:17][C:16]([CH3:19])=[N:15]2)[CH:3]=1. (2) Given the reactants [CH3:1][O:2][C:3]1[CH:4]=[C:5]([CH:14]=[CH:15][CH:16]=1)[C:6]([C:8]1[CH:13]=[CH:12][CH:11]=[CH:10][CH:9]=1)=O.Br[CH2:18][C:19]([O:21][CH3:22])=[O:20], predict the reaction product. The product is: [CH3:1][O:2][C:3]1[CH:4]=[C:5]([C:6]([C:8]2[CH:13]=[CH:12][CH:11]=[CH:10][CH:9]=2)=[CH:18][C:19]([O:21][CH3:22])=[O:20])[CH:14]=[CH:15][CH:16]=1. (3) Given the reactants [C:1]([O:5][C:6](=[O:16])[N:7]([CH3:15])[CH:8]1[CH2:13][CH2:12][C:11](=O)[CH2:10][CH2:9]1)([CH3:4])([CH3:3])[CH3:2].[C:17]([F:21])([F:20])(Br)Br, predict the reaction product. The product is: [C:1]([O:5][C:6](=[O:16])[N:7]([CH:8]1[CH2:13][CH2:12][C:11](=[C:17]([F:21])[F:20])[CH2:10][CH2:9]1)[CH3:15])([CH3:4])([CH3:3])[CH3:2].